Task: Predict the product of the given reaction.. Dataset: Forward reaction prediction with 1.9M reactions from USPTO patents (1976-2016) (1) Given the reactants [CH2:1]([O:3][C:4]([C:6]1[NH:7][C:8]([CH3:21])=[C:9]([C:12]2[CH:17]=[CH:16][C:15]([C:18]([OH:20])=O)=[CH:14][CH:13]=2)[C:10]=1[CH3:11])=[O:5])[CH3:2].C(Cl)(=O)C(Cl)=O.[CH3:28][O:29][C:30]1[CH:37]=[CH:36][CH:35]=[CH:34][C:31]=1[CH2:32][NH2:33].C(=O)(O)[O-].[Na+], predict the reaction product. The product is: [CH2:1]([O:3][C:4]([C:6]1[NH:7][C:8]([CH3:21])=[C:9]([C:12]2[CH:13]=[CH:14][C:15]([C:18](=[O:20])[NH:33][CH2:32][C:31]3[CH:34]=[CH:35][CH:36]=[CH:37][C:30]=3[O:29][CH3:28])=[CH:16][CH:17]=2)[C:10]=1[CH3:11])=[O:5])[CH3:2]. (2) The product is: [Cl:14][C:13]1[C:4]2[CH:2]([CH3:3])[N:28]([CH:26]([C:23]3[CH:24]=[N:25][C:20]([O:19][CH2:18][CH:17]([F:30])[F:16])=[C:21]([CH3:29])[CH:22]=3)[CH3:27])[C:6](=[O:8])[C:5]=2[CH:10]=[CH:11][N:12]=1. Given the reactants Br[CH:2]([C:4]1[C:13]([Cl:14])=[N:12][CH:11]=[CH:10][C:5]=1[C:6]([O:8]C)=O)[CH3:3].Cl.[F:16][CH:17]([F:30])[CH2:18][O:19][C:20]1[N:25]=[CH:24][C:23]([CH:26]([NH2:28])[CH3:27])=[CH:22][C:21]=1[CH3:29], predict the reaction product.